Dataset: Reaction yield outcomes from USPTO patents with 853,638 reactions. Task: Predict the reaction yield, written as a fraction of the theoretical maximum amount of product (1.0 means a 100% yield; for example, 0.34 means a 34% yield). The reactants are [C:1]([O:7][CH2:8][CH3:9])(=[O:6])[CH2:2][C:3]([CH3:5])=[O:4].Br[CH:11]1[CH2:16][CH2:15][CH2:14][CH:13]=[CH:12]1.C(=O)([O-])[O-].[K+].[K+]. The catalyst is CC(C)=O. The product is [CH:11]1[CH2:16][CH2:15][CH2:14][CH:13]([CH:2]([C:3]([CH3:5])=[O:4])[C:1]([O:7][CH2:8][CH3:9])=[O:6])[CH:12]=1. The yield is 0.850.